The task is: Predict the reaction yield, written as a fraction of the theoretical maximum amount of product (1.0 means a 100% yield; for example, 0.34 means a 34% yield).. This data is from Reaction yield outcomes from USPTO patents with 853,638 reactions. The reactants are COC1C=CC([CH2:7][N:8](C)[C:9]2[CH:18]=[C:17]3[C:12]([CH:13]=[C:14]([C:21]4[CH:26]=[C:25]([NH2:27])[C:24]([F:28])=[CH:23][C:22]=4[Cl:29])[C:15](=[O:20])[N:16]3[CH3:19])=[CH:11][N:10]=2)=CC=1.C(O)(C(F)(F)F)=O. The catalyst is C(Cl)Cl. The product is [NH2:27][C:25]1[C:24]([F:28])=[CH:23][C:22]([Cl:29])=[C:21]([C:14]2[C:15](=[O:20])[N:16]([CH3:19])[C:17]3[C:12]([CH:13]=2)=[CH:11][N:10]=[C:9]([NH:8][CH3:7])[CH:18]=3)[CH:26]=1. The yield is 0.720.